Dataset: NCI-60 drug combinations with 297,098 pairs across 59 cell lines. Task: Regression. Given two drug SMILES strings and cell line genomic features, predict the synergy score measuring deviation from expected non-interaction effect. (1) Drug 1: CC1=C(C(=CC=C1)Cl)NC(=O)C2=CN=C(S2)NC3=CC(=NC(=N3)C)N4CCN(CC4)CCO. Drug 2: CC1=C(N=C(N=C1N)C(CC(=O)N)NCC(C(=O)N)N)C(=O)NC(C(C2=CN=CN2)OC3C(C(C(C(O3)CO)O)O)OC4C(C(C(C(O4)CO)O)OC(=O)N)O)C(=O)NC(C)C(C(C)C(=O)NC(C(C)O)C(=O)NCCC5=NC(=CS5)C6=NC(=CS6)C(=O)NCCC[S+](C)C)O. Cell line: OVCAR3. Synergy scores: CSS=32.5, Synergy_ZIP=-0.831, Synergy_Bliss=1.72, Synergy_Loewe=0.0366, Synergy_HSA=5.58. (2) Drug 1: CCCS(=O)(=O)NC1=C(C(=C(C=C1)F)C(=O)C2=CNC3=C2C=C(C=N3)C4=CC=C(C=C4)Cl)F. Drug 2: CNC(=O)C1=NC=CC(=C1)OC2=CC=C(C=C2)NC(=O)NC3=CC(=C(C=C3)Cl)C(F)(F)F. Cell line: DU-145. Synergy scores: CSS=12.4, Synergy_ZIP=-9.62, Synergy_Bliss=-9.20, Synergy_Loewe=-26.6, Synergy_HSA=-11.8. (3) Drug 1: C1CC(=O)NC(=O)C1N2CC3=C(C2=O)C=CC=C3N. Drug 2: CC1=CC2C(CCC3(C2CCC3(C(=O)C)OC(=O)C)C)C4(C1=CC(=O)CC4)C. Cell line: NCI-H460. Synergy scores: CSS=1.14, Synergy_ZIP=-1.67, Synergy_Bliss=-2.84, Synergy_Loewe=-1.74, Synergy_HSA=-2.82. (4) Drug 1: C1=CC(=CC=C1CCC2=CNC3=C2C(=O)NC(=N3)N)C(=O)NC(CCC(=O)O)C(=O)O. Drug 2: CC(C1=C(C=CC(=C1Cl)F)Cl)OC2=C(N=CC(=C2)C3=CN(N=C3)C4CCNCC4)N. Cell line: LOX IMVI. Synergy scores: CSS=48.4, Synergy_ZIP=4.27, Synergy_Bliss=1.45, Synergy_Loewe=-3.82, Synergy_HSA=2.17. (5) Drug 1: COC1=C2C(=CC3=C1OC=C3)C=CC(=O)O2. Drug 2: CC1CCCC2(C(O2)CC(NC(=O)CC(C(C(=O)C(C1O)C)(C)C)O)C(=CC3=CSC(=N3)C)C)C. Cell line: OVCAR-8. Synergy scores: CSS=39.5, Synergy_ZIP=4.00, Synergy_Bliss=1.33, Synergy_Loewe=-34.3, Synergy_HSA=-0.268. (6) Drug 1: CC1=C(C=C(C=C1)NC2=NC=CC(=N2)N(C)C3=CC4=NN(C(=C4C=C3)C)C)S(=O)(=O)N.Cl. Drug 2: CC=C1C(=O)NC(C(=O)OC2CC(=O)NC(C(=O)NC(CSSCCC=C2)C(=O)N1)C(C)C)C(C)C. Cell line: IGROV1. Synergy scores: CSS=41.7, Synergy_ZIP=1.17, Synergy_Bliss=-2.63, Synergy_Loewe=-77.3, Synergy_HSA=-2.35. (7) Drug 1: CC1OCC2C(O1)C(C(C(O2)OC3C4COC(=O)C4C(C5=CC6=C(C=C35)OCO6)C7=CC(=C(C(=C7)OC)O)OC)O)O. Drug 2: C(CCl)NC(=O)N(CCCl)N=O. Cell line: HOP-62. Synergy scores: CSS=15.7, Synergy_ZIP=-6.17, Synergy_Bliss=-7.90, Synergy_Loewe=-35.9, Synergy_HSA=-11.6. (8) Drug 1: CN1CCC(CC1)COC2=C(C=C3C(=C2)N=CN=C3NC4=C(C=C(C=C4)Br)F)OC. Drug 2: CN(CC1=CN=C2C(=N1)C(=NC(=N2)N)N)C3=CC=C(C=C3)C(=O)NC(CCC(=O)O)C(=O)O. Cell line: MOLT-4. Synergy scores: CSS=47.6, Synergy_ZIP=-0.0720, Synergy_Bliss=1.05, Synergy_Loewe=-29.8, Synergy_HSA=1.74. (9) Drug 1: CC(CN1CC(=O)NC(=O)C1)N2CC(=O)NC(=O)C2. Drug 2: CC1=C(C=C(C=C1)C(=O)NC2=CC(=CC(=C2)C(F)(F)F)N3C=C(N=C3)C)NC4=NC=CC(=N4)C5=CN=CC=C5. Cell line: SK-MEL-28. Synergy scores: CSS=1.65, Synergy_ZIP=-2.01, Synergy_Bliss=-2.92, Synergy_Loewe=-6.45, Synergy_HSA=-6.41. (10) Drug 1: CC1=C2C(C(=O)C3(C(CC4C(C3C(C(C2(C)C)(CC1OC(=O)C(C(C5=CC=CC=C5)NC(=O)OC(C)(C)C)O)O)OC(=O)C6=CC=CC=C6)(CO4)OC(=O)C)OC)C)OC. Drug 2: C1=NC2=C(N=C(N=C2N1C3C(C(C(O3)CO)O)O)F)N. Cell line: SF-295. Synergy scores: CSS=44.4, Synergy_ZIP=2.90, Synergy_Bliss=2.60, Synergy_Loewe=-37.4, Synergy_HSA=2.56.